This data is from Reaction yield outcomes from USPTO patents with 853,638 reactions. The task is: Predict the reaction yield, written as a fraction of the theoretical maximum amount of product (1.0 means a 100% yield; for example, 0.34 means a 34% yield). The reactants are [NH2:1][C:2]1[CH:7]=[CH:6][C:5]([CH2:8][CH2:9][CH2:10][C:11]([OH:13])=[O:12])=[CH:4][CH:3]=1.S(=O)(=O)(O)O.[NH4+].[OH-].[CH3:21]O. The catalyst is C1COCC1.O.ClCCl. The product is [NH2:1][C:2]1[CH:3]=[CH:4][C:5]([CH2:8][CH2:9][CH2:10][C:11]([O:13][CH3:21])=[O:12])=[CH:6][CH:7]=1. The yield is 0.960.